From a dataset of Forward reaction prediction with 1.9M reactions from USPTO patents (1976-2016). Predict the product of the given reaction. (1) Given the reactants [CH3:1][C:2]1([CH3:20])[C:11]2[C:6](=[CH:7][CH:8]=[C:9]([CH3:12])[CH:10]=2)[NH:5][CH:4]([C:13]2[CH:14]=[C:15]([NH2:19])[CH:16]=[CH:17][CH:18]=2)[CH2:3]1.N1C=CC=CC=1.[F:27][C:28]1[CH:33]=[CH:32][C:31]([S:34](Cl)(=[O:36])=[O:35])=[CH:30][CH:29]=1, predict the reaction product. The product is: [F:27][C:28]1[CH:33]=[CH:32][C:31]([S:34]([NH:19][C:15]2[CH:16]=[CH:17][CH:18]=[C:13]([CH:4]3[CH2:3][C:2]([CH3:20])([CH3:1])[C:11]4[C:6](=[CH:7][CH:8]=[C:9]([CH3:12])[CH:10]=4)[NH:5]3)[CH:14]=2)(=[O:36])=[O:35])=[CH:30][CH:29]=1. (2) Given the reactants [NH2:1][C:2]1[CH:9]=[CH:8][C:7]([Br:10])=[CH:6][C:3]=1[CH:4]=O.[N+:11]([CH2:14][C:15](OCC)=[O:16])([O-:13])=[O:12].N1CCCCC1, predict the reaction product. The product is: [Br:10][C:7]1[CH:6]=[C:3]2[C:2](=[CH:9][CH:8]=1)[NH:1][C:15](=[O:16])[C:14]([N+:11]([O-:13])=[O:12])=[CH:4]2. (3) Given the reactants [F:1][C:2]([F:14])([F:13])[O:3][C:4]1[CH:12]=[CH:11][C:7]([C:8]([OH:10])=[O:9])=[CH:6][CH:5]=1.[N+:15]([O-])([OH:17])=[O:16].O, predict the reaction product. The product is: [N+:15]([C:5]1[CH:6]=[C:7]([CH:11]=[CH:12][C:4]=1[O:3][C:2]([F:13])([F:14])[F:1])[C:8]([OH:10])=[O:9])([O-:17])=[O:16]. (4) Given the reactants [CH:1]1[C:15](=[O:16])[N:14]=[C:13]2[N:3]([C@@H:4]3[O:8][C@H:7]([CH2:9][OH:10])[C@@H:6]([OH:11])[C@@H:5]3[O:12]2)[CH:2]=1.[CH:17]1[C:26]2[C:21](=[CH:22][CH:23]=[CH:24][CH:25]=2)[CH:20]=[CH:19][C:18]=1[OH:27], predict the reaction product. The product is: [CH:17]1[C:26]2[C:21](=[CH:22][CH:23]=[CH:24][CH:25]=2)[CH:20]=[CH:19][C:18]=1[O:27][C@@H:5]1[C@H:6]([OH:11])[C@@H:7]([CH2:9][OH:10])[O:8][C@H:4]1[N:3]1[CH:2]=[CH:1][C:15](=[O:16])[NH:14][C:13]1=[O:12]. (5) Given the reactants [C:1](=O)([O-])[O-].[Cs+].[Cs+].[C:7]([O:11][C:12](=[O:26])[NH:13][C@@H:14]1[C:20](=[O:21])[NH:19][C:18]2[CH:22]=[CH:23][CH:24]=[CH:25][C:17]=2[CH2:16][CH2:15]1)([CH3:10])([CH3:9])[CH3:8].IC.O, predict the reaction product. The product is: [C:7]([O:11][C:12](=[O:26])[NH:13][C@@H:14]1[C:20](=[O:21])[N:19]([CH3:1])[C:18]2[CH:22]=[CH:23][CH:24]=[CH:25][C:17]=2[CH2:16][CH2:15]1)([CH3:10])([CH3:8])[CH3:9]. (6) Given the reactants [Li+].[OH-].C[O:4][C:5](=[O:23])[C:6]1[CH:11]=[C:10]([CH3:12])[CH:9]=[CH:8][C:7]=1[S:13][C:14]1[C:15]2[CH:22]=[CH:21][CH:20]=[CH:19][C:16]=2[S:17][CH:18]=1.C1COCC1.O.O, predict the reaction product. The product is: [S:17]1[CH:18]=[C:14]([S:13][C:7]2[CH:8]=[CH:9][C:10]([CH3:12])=[CH:11][C:6]=2[C:5]([OH:23])=[O:4])[C:15]2[CH:22]=[CH:21][CH:20]=[CH:19][C:16]1=2.